This data is from Full USPTO retrosynthesis dataset with 1.9M reactions from patents (1976-2016). The task is: Predict the reactants needed to synthesize the given product. (1) Given the product [CH:18]([C@@H:9]([NH:8][C:6](=[O:7])[O:5][C:1]([CH3:3])([CH3:2])[CH3:4])[CH2:10][S:11][C:12]1[CH:17]=[CH:16][CH:15]=[CH:14][CH:13]=1)=[O:19], predict the reactants needed to synthesize it. The reactants are: [C:1]([O:5][C:6]([NH:8][C@H:9]([C:18](OC)=[O:19])[CH2:10][S:11][C:12]1[CH:17]=[CH:16][CH:15]=[CH:14][CH:13]=1)=[O:7])([CH3:4])([CH3:3])[CH3:2].CC(C[AlH]CC(C)C)C. (2) The reactants are: Br[C:2]1[CH:3]=[C:4]2[C:10]([C@@H:11]([C:13]3[C:18]([OH:19])=[CH:17][CH:16]=[C:15]([F:20])[C:14]=3[Cl:21])[CH3:12])=[CH:9][N:8](C(OC(C)(C)C)=O)[C:5]2=[N:6][CH:7]=1.C([O-])([O-])=O.[K+].[K+].CN(C=O)C.[CH:40](I)([CH3:42])[CH3:41].[CH3:44][C:45]1[N:49]([C@H:50]2[CH2:55][CH2:54][C@H:53]([OH:56])[CH2:52][CH2:51]2)[N:48]=[CH:47][C:46]=1B1OC(C)(C)C(C)(C)O1.O.Cl. Given the product [Cl:21][C:14]1[C:15]([F:20])=[CH:16][CH:17]=[C:18]([O:19][CH:40]([CH3:42])[CH3:41])[C:13]=1[C@H:11]([C:10]1[C:4]2[C:5](=[N:6][CH:7]=[C:2]([C:46]3[CH:47]=[N:48][N:49]([C@H:50]4[CH2:55][CH2:54][C@H:53]([OH:56])[CH2:52][CH2:51]4)[C:45]=3[CH3:44])[CH:3]=2)[NH:8][CH:9]=1)[CH3:12], predict the reactants needed to synthesize it. (3) Given the product [F:17][C:2]([F:1])([F:16])[CH:3]1[O:7][CH2:8][C:9]([C:10]([O:12][CH2:13][CH3:14])=[O:11])=[CH:15][CH2:4]1, predict the reactants needed to synthesize it. The reactants are: [F:1][C:2]([F:17])([F:16])[CH:3]([O:7][CH2:8][C:9](=[CH2:15])[C:10]([O:12][CH2:13][CH3:14])=[O:11])[CH2:4]C=C. (4) Given the product [N:18]1[C:10]([NH2:9])=[C:11]2[C:15]([N:14]([C:19]([C@@H:21]([C@H:31]([CH2:44][OH:45])[O:32][CH2:33][P:34]([O:40][CH:41]([CH3:43])[CH3:42])([O:36][CH:37]([CH3:39])[CH3:38])=[O:35])[OH:22])=[O:20])[CH:13]=[N:12]2)=[N:16][CH:17]=1, predict the reactants needed to synthesize it. The reactants are: C([NH:9][C:10]1[N:18]=[CH:17][N:16]=[C:15]2[C:11]=1[N:12]=[CH:13][N:14]2[C:19]([C@@H:21]([C@H:31]([CH2:44][OH:45])[O:32][CH2:33][P:34]([O:40][CH:41]([CH3:43])[CH3:42])([O:36][CH:37]([CH3:39])[CH3:38])=[O:35])[O:22]C(=O)C1C=CC=CC=1)=[O:20])(=O)C1C=CC=CC=1.N. (5) Given the product [NH:9]1[C:10]2[C:29](=[CH:30][CH:18]=[CH:19][CH:11]=2)[CH:8]=[C:7]1[CH2:20][CH2:28][CH2:27][NH2:24], predict the reactants needed to synthesize it. The reactants are: C(=O)([O-])[O-].[K+].[K+].[CH2:7]([NH:9][CH2:10][CH3:11])[CH3:8].[I-].[K+].C(O[CH2:18][CH3:19])(=O)C.[CH3:20]O.C([N:24]([CH2:27][CH3:28])CC)C.[C:29](#N)[CH3:30]. (6) Given the product [C:1]([O:5][C:6]([N:8]1[CH2:13][CH2:12][CH:11]([C:14]2[S:22][C:21]3[C:16](=[N:17][CH:18]=[CH:19][C:20]=3[O:23][C:24]3[CH:29]=[CH:28][C:27]([NH:30][C:31]4[N:41]=[CH:40][CH:39]=[CH:38][C:32]=4[C:33]([OH:35])=[O:34])=[CH:26][C:25]=3[F:42])[CH:15]=2)[CH2:10][CH2:9]1)=[O:7])([CH3:4])([CH3:2])[CH3:3], predict the reactants needed to synthesize it. The reactants are: [C:1]([O:5][C:6]([N:8]1[CH2:13][CH2:12][CH:11]([C:14]2[S:22][C:21]3[C:16](=[N:17][CH:18]=[CH:19][C:20]=3[O:23][C:24]3[CH:29]=[CH:28][C:27]([NH:30][C:31]4[N:41]=[CH:40][CH:39]=[CH:38][C:32]=4[C:33]([O:35]CC)=[O:34])=[CH:26][C:25]=3[F:42])[CH:15]=2)[CH2:10][CH2:9]1)=[O:7])([CH3:4])([CH3:3])[CH3:2].[OH-].[Na+].Cl.